This data is from Full USPTO retrosynthesis dataset with 1.9M reactions from patents (1976-2016). The task is: Predict the reactants needed to synthesize the given product. (1) Given the product [C:1]([C:4]1[C:22](=[O:23])[C@@:8]2([CH3:24])[C:9]3[C:15]([OH:16])=[CH:14][C:13]([O:17][CH3:18])=[C:12]([C:19]([NH:21][CH2:40][C:33]4[C:34]5[C:39](=[CH:38][CH:37]=[CH:36][CH:35]=5)[C:30]([O:29][CH2:26][CH2:27][CH3:28])=[CH:31][CH:32]=4)=[O:20])[C:10]=3[O:11][C:7]2=[CH:6][C:5]=1[OH:25])(=[O:3])[CH3:2], predict the reactants needed to synthesize it. The reactants are: [C:1]([C:4]1[C:22](=[O:23])[C@@:8]2([CH3:24])[C:9]3[C:15]([OH:16])=[CH:14][C:13]([O:17][CH3:18])=[C:12]([C:19]([NH2:21])=[O:20])[C:10]=3[O:11][C:7]2=[CH:6][C:5]=1[OH:25])(=[O:3])[CH3:2].[CH2:26]([O:29][C:30]1[C:39]2[C:34](=[CH:35][CH:36]=[CH:37][CH:38]=2)[C:33]([CH:40]=O)=[CH:32][CH:31]=1)[CH2:27][CH3:28].C([SiH](CC)CC)C.FC(F)(F)C(O)=O. (2) Given the product [Cl:19][C:20]1[CH:21]=[CH:22][C:23]([C:29]([F:30])([F:31])[F:32])=[C:24]([C:2]2[CH:7]=[CH:6][N:5]([CH:8]([CH2:14][CH:15]3[CH2:17][CH2:16]3)[C:9]([O:11][CH2:12][CH3:13])=[O:10])[C:4](=[O:18])[CH:3]=2)[CH:25]=1, predict the reactants needed to synthesize it. The reactants are: Br[C:2]1[CH:7]=[CH:6][N:5]([CH:8]([CH2:14][CH:15]2[CH2:17][CH2:16]2)[C:9]([O:11][CH2:12][CH3:13])=[O:10])[C:4](=[O:18])[CH:3]=1.[Cl:19][C:20]1[CH:21]=[CH:22][C:23]([C:29]([F:32])([F:31])[F:30])=[C:24](B(O)O)[CH:25]=1. (3) Given the product [C:13]([O:17][C:18]1[CH:19]=[CH:20][C:21]([C:24]2[C:29](=[O:30])[N:28]([CH2:31][C:32]3[CH:37]=[CH:36][C:35]([C:38]4[CH:43]=[CH:42][CH:41]=[CH:40][C:39]=4[C:44]4[NH:3][C:4](=[O:7])[O:5][N:45]=4)=[CH:34][C:33]=3[F:46])[C:27]([CH2:47][CH2:48][CH3:49])=[N:26][C:25]=2[CH3:50])=[CH:22][CH:23]=1)([CH3:16])([CH3:15])[CH3:14], predict the reactants needed to synthesize it. The reactants are: [Cl-].O[NH3+:3].[C:4](=[O:7])([O-])[OH:5].[Na+].CS(C)=O.[C:13]([O:17][C:18]1[CH:23]=[CH:22][C:21]([C:24]2[C:29](=[O:30])[N:28]([CH2:31][C:32]3[CH:37]=[CH:36][C:35]([C:38]4[C:39]([C:44]#[N:45])=[CH:40][CH:41]=[CH:42][CH:43]=4)=[CH:34][C:33]=3[F:46])[C:27]([CH2:47][CH2:48][CH3:49])=[N:26][C:25]=2[CH3:50])=[CH:20][CH:19]=1)([CH3:16])([CH3:15])[CH3:14]. (4) Given the product [CH3:32][C:33]1([CH3:40])[O:37][C@@H:36]([CH2:38][OH:39])[CH2:35][O:34]1.[CH3:41][C:42]1([CH3:49])[O:46][C@@H:45]([CH2:47][O:1][N:2]2[C:3](=[O:12])[C:4]3[C:5](=[CH:8][CH:9]=[CH:10][CH:11]=3)[C:6]2=[O:7])[CH2:44][O:43]1, predict the reactants needed to synthesize it. The reactants are: [OH:1][N:2]1[C:6](=[O:7])[C:5]2=[CH:8][CH:9]=[CH:10][CH:11]=[C:4]2[C:3]1=[O:12].C1(P(C2C=CC=CC=2)C2C=CC=CC=2)C=CC=CC=1.[CH3:32][C:33]1([CH3:40])[O:37][C@H:36]([CH2:38][OH:39])[CH2:35][O:34]1.[CH3:41][C:42]1([CH3:49])[O:46][C@@H:45]([CH2:47]O)[CH2:44][O:43]1.N(C(OCC)=O)=NC(OCC)=O.